This data is from Reaction yield outcomes from USPTO patents with 853,638 reactions. The task is: Predict the reaction yield, written as a fraction of the theoretical maximum amount of product (1.0 means a 100% yield; for example, 0.34 means a 34% yield). (1) The product is [OH:18][CH:17]([C:8]1[CH:9]=[CH:10][C:11]2[C:16](=[CH:15][CH:14]=[CH:13][CH:12]=2)[CH:7]=1)[CH2:19][CH2:20][CH2:21][CH2:22][CH2:23][CH2:24][CH2:25][OH:26]. The catalyst is CCOCC. The reactants are [H-].[Al+3].[Li+].[H-].[H-].[H-].[CH:7]1[C:16]2[C:11](=[CH:12][CH:13]=[CH:14][CH:15]=2)[CH:10]=[CH:9][C:8]=1[C:17]([CH2:19][CH2:20][CH2:21][CH2:22][CH2:23][CH2:24][C:25](OCC)=[O:26])=[O:18].O.[OH-].[Na+]. The yield is 0.910. (2) The reactants are [Si:1]([O:8][CH2:9][CH:10]([OH:13])[CH:11]=[CH2:12])([C:4]([CH3:7])([CH3:6])[CH3:5])([CH3:3])[CH3:2].[CH3:14][O:15][C:16](=[O:25])[C:17]1[C:22]([OH:23])=[CH:21][CH:20]=[CH:19][C:18]=1O.C1C=CC(P(C2C=CC=CC=2)C2C=CC=CC=2)=CC=1.CCOC(/N=N/C(OCC)=O)=O. No catalyst specified. The product is [Si:1]([O:8][CH2:9][CH:10]([O:13][C:18]1[CH:19]=[CH:20][CH:21]=[C:22]([OH:23])[C:17]=1[C:16]([O:15][CH3:14])=[O:25])[CH:11]=[CH2:12])([C:4]([CH3:7])([CH3:6])[CH3:5])([CH3:3])[CH3:2]. The yield is 0.240. (3) The reactants are C(O[C:6]([N:8]1[CH2:13][CH2:12][C:11](=[C:14]([Br:21])[C:15]2[CH:20]=[CH:19][CH:18]=[CH:17][CH:16]=2)[CH2:10][CH2:9]1)=[O:7])(C)(C)C.[CH3:22][O:23][C:24]1[CH:32]=[N:31][C:30]([O:33][CH3:34])=[C:29]2[C:25]=1[C:26]([C:35](=[O:39])C(O)=O)=[CH:27][NH:28]2.CCN(C(C)C)C(C)C.C1N(P(Cl)(N2C(=O)OCC2)=O)C(=O)OC1. The catalyst is Cl.O1CCOCC1. The product is [Br:21][C:14](=[C:11]1[CH2:10][CH2:9][N:8]([C:6](=[O:7])[C:35]([C:26]2[C:25]3[C:29](=[C:30]([O:33][CH3:34])[N:31]=[CH:32][C:24]=3[O:23][CH3:22])[NH:28][CH:27]=2)=[O:39])[CH2:13][CH2:12]1)[C:15]1[CH:16]=[CH:17][CH:18]=[CH:19][CH:20]=1. The yield is 0.710. (4) The yield is 0.590. The catalyst is CN(C)C1C=CN=CC=1.CN(C)C(=O)C. The product is [CH3:1][C:2]1[CH:3]=[C:4]([C:9]2[N:10]=[C:11]([NH:20][C:27]([C:22]3[CH:23]=[N:24][CH:25]=[CH:26][N:21]=3)=[O:28])[S:12][C:13]=2[C:14]2[CH:19]=[CH:18][N:17]=[CH:16][CH:15]=2)[CH:5]=[C:6]([CH3:8])[CH:7]=1. The reactants are [CH3:1][C:2]1[CH:3]=[C:4]([C:9]2[N:10]=[C:11]([NH2:20])[S:12][C:13]=2[C:14]2[CH:19]=[CH:18][N:17]=[CH:16][CH:15]=2)[CH:5]=[C:6]([CH3:8])[CH:7]=1.[N:21]1[CH:26]=[CH:25][N:24]=[CH:23][C:22]=1[C:27](Cl)=[O:28].C(=O)([O-])O.[Na+]. (5) The reactants are [Cl:1][C:2]1[CH:7]=[CH:6][C:5]([NH:8][C:9]([NH:11][C:12]2[CH:13]=[C:14]([CH:25]=[CH:26][CH:27]=2)[O:15][C:16]2[CH:21]=[CH:20][N:19]=[C:18]([C:22](O)=[O:23])[CH:17]=2)=[O:10])=[CH:4][C:3]=1[C:28]([F:31])([F:30])[F:29].[CH3:32][N:33]([CH3:35])[NH2:34].C1C=CC2N(O)N=NC=2C=1.CCN=C=NCCCN(C)C.CN1[C@@H]2CC3C=CC(OC)=C4O[C@H]5[C@@H](O)C=C[C@@H]2[C@]5(C=34)CC1. The catalyst is CN(C=O)C. The product is [Cl:1][C:2]1[CH:7]=[CH:6][C:5]([NH:8][C:9]([NH:11][C:12]2[CH:27]=[CH:26][CH:25]=[C:14]([O:15][C:16]3[CH:21]=[CH:20][N:19]=[C:18]([C:22]([NH:34][N:33]([CH3:35])[CH3:32])=[O:23])[CH:17]=3)[CH:13]=2)=[O:10])=[CH:4][C:3]=1[C:28]([F:30])([F:31])[F:29]. The yield is 0.755. (6) The catalyst is ClCCl. The yield is 0.870. The reactants are [C:1]1([N:7]([CH:17]2[CH2:22][CH2:21][NH:20][CH2:19][CH2:18]2)[C:8](=[O:16])[CH2:9][N:10]2[CH2:15][CH2:14][CH2:13][CH2:12][CH2:11]2)[CH:6]=[CH:5][CH:4]=[CH:3][CH:2]=1.C(N(CC)CC)C.[Cl:30][C:31]1[CH:39]=[CH:38][C:34]([C:35](Cl)=[O:36])=[CH:33][CH:32]=1.C(=O)([O-])O.[Na+]. The product is [Cl:30][C:31]1[CH:39]=[CH:38][C:34]([C:35]([N:20]2[CH2:19][CH2:18][CH:17]([N:7]([C:1]3[CH:2]=[CH:3][CH:4]=[CH:5][CH:6]=3)[C:8](=[O:16])[CH2:9][N:10]3[CH2:15][CH2:14][CH2:13][CH2:12][CH2:11]3)[CH2:22][CH2:21]2)=[O:36])=[CH:33][CH:32]=1.